Dataset: Retrosynthesis with 50K atom-mapped reactions and 10 reaction types from USPTO. Task: Predict the reactants needed to synthesize the given product. Given the product Cc1nc2ccccc2n1C1C[C@@H]2CC[C@H](C1)N2CCC1(c2ccccc2)CN(C(=O)C(C)(C)C)CCO1, predict the reactants needed to synthesize it. The reactants are: CC(C)(C)C(=O)Cl.Cc1nc2ccccc2n1C1C[C@@H]2CC[C@H](C1)N2CCC1(c2ccccc2)CNCCO1.